From a dataset of Forward reaction prediction with 1.9M reactions from USPTO patents (1976-2016). Predict the product of the given reaction. (1) Given the reactants [CH3:1][C:2]1[CH:3]=[C:4]([C:9](=[O:31])[CH2:10][CH2:11][CH2:12][N:13]2[CH2:18][CH2:17][CH:16]([C:19]3[CH:20]=[C:21]([NH:25][C:26](=[O:30])[CH:27]([CH3:29])[CH3:28])[CH:22]=[CH:23][CH:24]=3)[CH2:15][CH2:14]2)[CH:5]=[CH:6][C:7]=1[CH3:8].[CH3:32]I, predict the reaction product. The product is: [CH3:1][C:2]1[CH:3]=[C:4]([C:9](=[O:31])[CH2:10][CH2:11][CH2:12][N:13]2[CH2:14][CH2:15][CH:16]([C:19]3[CH:20]=[C:21]([N:25]([CH3:32])[C:26](=[O:30])[CH:27]([CH3:29])[CH3:28])[CH:22]=[CH:23][CH:24]=3)[CH2:17][CH2:18]2)[CH:5]=[CH:6][C:7]=1[CH3:8]. (2) Given the reactants C(OC([N:8]([C:34]([C:36]1[C:40]([CH3:41])=[C:39]([CH3:42])[N:38]([C:43]([O:45][C:46]([CH3:49])([CH3:48])[CH3:47])=[O:44])[N:37]=1)=[O:35])[C:9]1[CH:10]=[C:11]2[CH:17]=[C:16](B3OC(C)(C)C(C)(C)O3)[N:15](C(OC(C)(C)C)=O)[C:12]2=[N:13][CH:14]=1)=O)(C)(C)C.Br[C:51]1[CH:56]=[CH:55][N:54]=[C:53]([CH:57]2[CH2:59][CH2:58]2)[CH:52]=1.C(#N)C.C(=O)([O-])[O-].[K+].[K+], predict the reaction product. The product is: [CH:57]1([C:53]2[CH:52]=[C:51]([C:16]3[NH:15][C:12]4=[N:13][CH:14]=[C:9]([NH:8][C:34]([C:36]5[C:40]([CH3:41])=[C:39]([CH3:42])[N:38]([C:43]([O:45][C:46]([CH3:48])([CH3:47])[CH3:49])=[O:44])[N:37]=5)=[O:35])[CH:10]=[C:11]4[CH:17]=3)[CH:56]=[CH:55][N:54]=2)[CH2:59][CH2:58]1. (3) Given the reactants F[C:2]1[N:7]2[CH:8]=[C:9]([CH2:11][N:12]([CH3:23])[C@@H:13]3[C:22]4[N:21]=[CH:20][CH:19]=[CH:18][C:17]=4[CH2:16][CH2:15][CH2:14]3)[N:10]=[C:6]2[CH:5]=[CH:4][CH:3]=1.[C:24]([NH:27][C@@H:28]1[CH2:32][CH2:31][NH:30][CH2:29]1)(=[O:26])[CH3:25], predict the reaction product. The product is: [CH3:23][N:12]([CH2:11][C:9]1[N:10]=[C:6]2[CH:5]=[CH:4][CH:3]=[C:2]([N:30]3[CH2:31][CH2:32][C@@H:28]([NH:27][C:24](=[O:26])[CH3:25])[CH2:29]3)[N:7]2[CH:8]=1)[C@@H:13]1[C:22]2[N:21]=[CH:20][CH:19]=[CH:18][C:17]=2[CH2:16][CH2:15][CH2:14]1. (4) Given the reactants [C:1]([C:5]1[CH:10]=[CH:9][C:8]([C:11]2[NH:15][C:14]3[CH:16]=[CH:17][CH:18]=[C:19]([N:20]4[CH2:25][CH2:24][N:23]([CH2:26][C:27]5[CH:28]=[C:29]6[C:34](=[CH:35][CH:36]=5)[N:33]=[CH:32][CH:31]=[N:30]6)[C@@H:22](C)[CH2:21]4)[C:13]=3[N:12]=2)=[CH:7][CH:6]=1)([CH3:4])([CH3:3])[CH3:2].[OH2:38].[ClH:39], predict the reaction product. The product is: [OH2:38].[OH2:38].[ClH:39].[ClH:39].[C:1]([C:5]1[CH:6]=[CH:7][C:8]([C:11]2[NH:15][C:14]3[CH:16]=[CH:17][CH:18]=[C:19]([N:20]4[CH2:25][CH2:24][N:23]([CH2:26][C:27]5[CH:28]=[C:29]6[C:34](=[CH:35][CH:36]=5)[N:33]=[CH:32][CH:31]=[N:30]6)[CH2:22][CH2:21]4)[C:13]=3[N:12]=2)=[CH:9][CH:10]=1)([CH3:4])([CH3:2])[CH3:3]. (5) The product is: [Cl:1][C:2]1[C:10]2[N:9]=[C:8]3[N:11]([C:15]4[CH:20]=[CH:19][C:18]([Cl:21])=[CH:17][C:16]=4[Cl:22])[CH2:12][CH2:13][CH2:14][N:7]3[C:6]=2[C:5]([CH:23]([CH2:26][CH3:27])[CH:24]([OH:25])[C:30]([F:33])([F:32])[F:31])=[CH:4][CH:3]=1. Given the reactants [Cl:1][C:2]1[C:10]2[N:9]=[C:8]3[N:11]([C:15]4[CH:20]=[CH:19][C:18]([Cl:21])=[CH:17][C:16]=4[Cl:22])[CH2:12][CH2:13][CH2:14][N:7]3[C:6]=2[C:5]([CH:23]([CH2:26][CH3:27])[CH:24]=[O:25])=[CH:4][CH:3]=1.C[Si](C)(C)[C:30]([F:33])([F:32])[F:31].[F-].C([N+](CCCC)(CCCC)CCCC)CCC.Cl, predict the reaction product.